From a dataset of Reaction yield outcomes from USPTO patents with 853,638 reactions. Predict the reaction yield, written as a fraction of the theoretical maximum amount of product (1.0 means a 100% yield; for example, 0.34 means a 34% yield). (1) The reactants are Cl[C:2]1[C:3]2[N:10]([CH3:11])[CH:9]=[CH:8][C:4]=2[N:5]=[CH:6][N:7]=1.[N+:12]([C:15]1[CH:20]=[CH:19][C:18]([OH:21])=[C:17]([F:22])[CH:16]=1)([O-:14])=[O:13].C(=O)([O-])[O-].[Cs+].[Cs+]. The catalyst is C1(OC2C=CC=CC=2)C=CC=CC=1. The product is [F:22][C:17]1[CH:16]=[C:15]([N+:12]([O-:14])=[O:13])[CH:20]=[CH:19][C:18]=1[O:21][C:2]1[C:3]2[N:10]([CH3:11])[CH:9]=[CH:8][C:4]=2[N:5]=[CH:6][N:7]=1. The yield is 0.490. (2) The reactants are N[C:2]1[CH:7]=[CH:6][CH:5]=[CH:4][C:3]=1[S:8]([NH:11][C:12]1[CH:13]=[CH:14][C:15]([O:22][CH3:23])=[C:16]2[C:21]=1[N:20]=[CH:19][CH:18]=[CH:17]2)(=[O:10])=[O:9].C(O)(=O)C.N(OC(C)(C)C)=O. No catalyst specified. The product is [CH3:23][O:22][C:15]1[CH:14]=[C:13]2[C:12](=[C:21]3[C:16]=1[CH:17]=[CH:18][CH:19]=[N:20]3)[NH:11][S:8](=[O:10])(=[O:9])[C:3]1[C:2]2=[CH:7][CH:6]=[CH:5][CH:4]=1. The yield is 0.130. (3) The reactants are Br[C:2]1[N:28]([S:29]([C:32]2[CH:37]=[CH:36][CH:35]=[CH:34][CH:33]=2)(=[O:31])=[O:30])[C:5]2[N:6]=[CH:7][C:8]3[CH2:13][N:12]([C:14]4[C:19]([F:20])=[C:18]([O:21][CH3:22])[CH:17]=[C:16]([O:23][CH3:24])[C:15]=4[F:25])[C:11](=[O:26])[N:10]([CH3:27])[C:9]=3[C:4]=2[CH:3]=1.[CH2:38]([O:40]/[CH:41]=[CH:42]\B1OC(C)(C)C(C)(C)O1)[CH3:39].ClCCl.C(=O)([O-])[O-].[K+].[K+].O1CCOCC1.O. The product is [F:25][C:15]1[C:16]([O:23][CH3:24])=[CH:17][C:18]([O:21][CH3:22])=[C:19]([F:20])[C:14]=1[N:12]1[CH2:13][C:8]2[CH:7]=[N:6][C:5]3[N:28]([S:29]([C:32]4[CH:37]=[CH:36][CH:35]=[CH:34][CH:33]=4)(=[O:31])=[O:30])[C:2](/[CH:39]=[CH:38]\[O:40][CH2:41][CH3:42])=[CH:3][C:4]=3[C:9]=2[N:10]([CH3:27])[C:11]1=[O:26]. The yield is 0.910. The catalyst is Cl[Pd]Cl.C1(P(C2C=CC=CC=2)[C-]2C=CC=C2)C=CC=CC=1.[C-]1(P(C2C=CC=CC=2)C2C=CC=CC=2)C=CC=C1.[Fe+2]. (4) The reactants are [NH:1]1[CH2:6][CH2:5][CH:4]([C:7]2[NH:11][C:10]3[CH:12]=[CH:13][CH:14]=[CH:15][C:9]=3[N:8]=2)[CH2:3][CH2:2]1.[O:16]1[CH2:18][CH:17]1[CH2:19][N:20]1[C:28]2[CH2:27][CH2:26][N:25]([C:29](=[O:31])[CH3:30])[CH2:24][C:23]=2[C:22]([C:32]2[CH:37]=[CH:36][C:35]([C:38]([F:41])([F:40])[F:39])=[CH:34][CH:33]=2)=[N:21]1. The catalyst is CCO. The product is [NH:11]1[C:10]2[CH:12]=[CH:13][CH:14]=[CH:15][C:9]=2[N:8]=[C:7]1[CH:4]1[CH2:3][CH2:2][N:1]([CH2:18][CH:17]([OH:16])[CH2:19][N:20]2[C:28]3[CH2:27][CH2:26][N:25]([C:29](=[O:31])[CH3:30])[CH2:24][C:23]=3[C:22]([C:32]3[CH:37]=[CH:36][C:35]([C:38]([F:41])([F:40])[F:39])=[CH:34][CH:33]=3)=[N:21]2)[CH2:6][CH2:5]1. The yield is 0.360. (5) The reactants are [Cl:1][C:2]1[C:7]([CH:8]=[O:9])=[CH:6][CH:5]=[C:4]([NH:10][CH2:11][C:12]2[CH:17]=[CH:16][C:15]([Cl:18])=[CH:14][CH:13]=2)[N:3]=1.[C:19]([O:23][C:24](O[C:24]([O:23][C:19]([CH3:22])([CH3:21])[CH3:20])=[O:25])=[O:25])([CH3:22])([CH3:21])[CH3:20].C(N(CC)CC)C. The catalyst is ClCCl.CN(C)C1C=CN=CC=1. The product is [C:19]([O:23][C:24](=[O:25])[N:10]([CH2:11][C:12]1[CH:17]=[CH:16][C:15]([Cl:18])=[CH:14][CH:13]=1)[C:4]1[CH:5]=[CH:6][C:7]([CH:8]=[O:9])=[C:2]([Cl:1])[N:3]=1)([CH3:22])([CH3:21])[CH3:20]. The yield is 0.830. (6) The reactants are [Cl:1][C:2]1[C:7]([O:8][CH3:9])=[CH:6][C:5]([O:10][CH3:11])=[CH:4][C:3]=1[C:12]1[C:23](=[O:24])[N:22]([CH2:25][CH2:26][N:27]2[CH2:32][CH2:31][NH:30][CH2:29][CH2:28]2)[C:15]2[N:16]=[C:17]([NH:20][CH3:21])[N:18]=[CH:19][C:14]=2[CH:13]=1.[C:33](Cl)(=[O:36])[CH:34]=[CH2:35]. The catalyst is C(Cl)Cl. The product is [C:33]([N:30]1[CH2:31][CH2:32][N:27]([CH2:26][CH2:25][N:22]2[C:15]3[N:16]=[C:17]([NH:20][CH3:21])[N:18]=[CH:19][C:14]=3[CH:13]=[C:12]([C:3]3[CH:4]=[C:5]([O:10][CH3:11])[CH:6]=[C:7]([O:8][CH3:9])[C:2]=3[Cl:1])[C:23]2=[O:24])[CH2:28][CH2:29]1)(=[O:36])[CH:34]=[CH2:35]. The yield is 0.230.